From a dataset of Forward reaction prediction with 1.9M reactions from USPTO patents (1976-2016). Predict the product of the given reaction. (1) Given the reactants [Cl:1][C:2]1[C:11]([Cl:12])=[CH:10][C:5]2[NH:6][C:7](=O)[NH:8][C:4]=2[CH:3]=1.[OH-].[Na+].O=P(Cl)(Cl)[Cl:17], predict the reaction product. The product is: [Cl:17][C:7]1[NH:6][C:5]2[CH:10]=[C:11]([Cl:12])[C:2]([Cl:1])=[CH:3][C:4]=2[N:8]=1. (2) Given the reactants [NH2:1][C:2]1[C:11]2[N:12]=[C:13]([CH2:20][O:21]C)[N:14]([CH2:15][C:16]([OH:19])([CH3:18])[CH3:17])[C:10]=2[C:9]2[CH:8]=[CH:7][C:6]([CH2:23][CH2:24][C:25]([N:27]([CH3:29])[CH3:28])=[O:26])=[CH:5][C:4]=2[N:3]=1, predict the reaction product. The product is: [NH2:1][C:2]1[C:11]2[N:12]=[C:13]([CH2:20][OH:21])[N:14]([CH2:15][C:16]([OH:19])([CH3:18])[CH3:17])[C:10]=2[C:9]2[CH:8]=[CH:7][C:6]([CH2:23][CH2:24][C:25]([N:27]([CH3:28])[CH3:29])=[O:26])=[CH:5][C:4]=2[N:3]=1. (3) Given the reactants [F:1][C:2]1[CH:7]=[CH:6][C:5]([C:8]2[CH:13]=[CH:12][CH:11]=[C:10]([CH2:14][NH:15][C:16]([C:18]3[CH:23]=[CH:22][CH:21]=[C:20]([CH:24]=O)[CH:19]=3)=[O:17])[CH:9]=2)=[CH:4][C:3]=1[CH2:26][N:27]1[CH2:32][CH2:31][N:30](C(OC(C)(C)C)=O)[C@@H:29]([CH3:40])[CH2:28]1.[NH2:41][CH2:42][C:43]1[C:48]([CH2:49][CH3:50])=[N:47][C:46]2[N:51]([CH2:54][CH3:55])[N:52]=[CH:53][C:45]=2[C:44]=1[NH:56][CH:57]1[CH2:62][CH2:61][O:60][CH2:59][CH2:58]1.C(O[BH-](OC(=O)C)OC(=O)C)(=O)C.[Na+].Cl, predict the reaction product. The product is: [CH2:54]([N:51]1[C:46]2=[N:47][C:48]([CH2:49][CH3:50])=[C:43]([CH2:42][NH:41][CH2:24][C:20]3[CH:19]=[C:18]([CH:23]=[CH:22][CH:21]=3)[C:16]([NH:15][CH2:14][C:10]3[CH:9]=[C:8]([C:5]4[CH:6]=[CH:7][C:2]([F:1])=[C:3]([CH2:26][N:27]5[CH2:32][CH2:31][NH:30][C@@H:29]([CH3:40])[CH2:28]5)[CH:4]=4)[CH:13]=[CH:12][CH:11]=3)=[O:17])[C:44]([NH:56][CH:57]3[CH2:58][CH2:59][O:60][CH2:61][CH2:62]3)=[C:45]2[CH:53]=[N:52]1)[CH3:55]. (4) Given the reactants [Cl:1][C:2]1[CH:10]=[CH:9][CH:8]=[CH:7][C:3]=1[C:4](Cl)=[O:5].[Br:11][C:12]1[CH:18]=[CH:17][C:15]([NH2:16])=[CH:14][CH:13]=1.Cl.OS(O)(=O)=O, predict the reaction product. The product is: [NH2:16][C:15]1[CH:17]=[CH:18][C:12]([Br:11])=[CH:13][C:14]=1[C:4]([C:3]1[CH:7]=[CH:8][CH:9]=[CH:10][C:2]=1[Cl:1])=[O:5]. (5) Given the reactants [CH2:1]([NH:3][CH2:4][CH3:5])[CH3:2].[S:6]([O-:10])([OH:9])(=[O:8])=[O:7].[CH3:11][N:12]([C+:14]([N:16]([CH3:18])[CH3:17])Cl)[CH3:13], predict the reaction product. The product is: [S:6]([O-:10])([OH:9])(=[O:8])=[O:7].[CH3:11][N:12]([CH3:13])[C:14]([N:16]([CH3:18])[CH3:17])=[N+:3]([CH2:4][CH3:5])[CH2:1][CH3:2]. (6) Given the reactants P(Cl)(Cl)([Cl:3])=O.CN([CH:9]=[O:10])C.[CH:11]1([N:17]2[C:21](=O)[CH2:20][N:19]=[C:18]2[C:23]2[CH:28]=[CH:27][CH:26]=[CH:25][CH:24]=2)[CH2:16][CH2:15][CH2:14][CH2:13][CH2:12]1, predict the reaction product. The product is: [Cl:3][C:21]1[N:17]([CH:11]2[CH2:16][CH2:15][CH2:14][CH2:13][CH2:12]2)[C:18]([C:23]2[CH:28]=[CH:27][CH:26]=[CH:25][CH:24]=2)=[N:19][C:20]=1[CH:9]=[O:10]. (7) Given the reactants [CH3:1][O:2][C:3]1[CH:4]=[C:5]([OH:12])[CH:6]=[C:7]([N+:9]([O-:11])=[O:10])[CH:8]=1.C([O-])([O-])=O.[K+].[K+].Br[CH2:20][CH2:21][O:22][CH2:23][CH2:24][O:25][CH2:26][CH2:27][O:28][CH3:29], predict the reaction product. The product is: [CH3:1][O:2][C:3]1[CH:8]=[C:7]([N+:9]([O-:11])=[O:10])[CH:6]=[C:5]([O:12][CH2:20][CH2:21][O:22][CH2:23][CH2:24][O:25][CH2:26][CH2:27][O:28][CH3:29])[CH:4]=1. (8) Given the reactants [C:1]([C:5]1[CH:6]=[C:7]([CH:36]=[C:37]([C:39]([O:41]C)=[O:40])[CH:38]=1)[CH2:8][CH:9]([CH2:13][CH2:14][CH2:15][S:16]C(C1C=CC=CC=1)(C1C=CC=CC=1)C1C=CC=CC=1)[C:10]([OH:12])=[O:11])([CH3:4])([CH3:3])[CH3:2].C([SiH](C(C)C)C(C)C)(C)C.FC(F)(F)C(O)=O, predict the reaction product. The product is: [C:39]([C:37]1[CH:36]=[C:7]([CH2:8][CH:9]([CH2:13][CH2:14][CH2:15][SH:16])[C:10]([OH:12])=[O:11])[CH:6]=[C:5]([C:1]([CH3:3])([CH3:4])[CH3:2])[CH:38]=1)([OH:41])=[O:40]. (9) Given the reactants [CH3:1][N:2]1[C:6]([C:7]2[N:8]=[C:9]([C:12]([OH:14])=O)[S:10][CH:11]=2)=[CH:5][CH:4]=[N:3]1.[NH2:15][C@@H:16]([CH2:29][C:30]1[CH:35]=[CH:34][CH:33]=[C:32]([F:36])[CH:31]=1)[CH2:17][N:18]1[C:26](=[O:27])[C:25]2[C:20](=[CH:21][CH:22]=[CH:23][CH:24]=2)[C:19]1=[O:28].C(N(CC)C(C)C)(C)C.F[P-](F)(F)(F)(F)F.Br[P+](N1CCCC1)(N1CCCC1)N1CCCC1, predict the reaction product. The product is: [O:28]=[C:19]1[C:20]2[C:25](=[CH:24][CH:23]=[CH:22][CH:21]=2)[C:26](=[O:27])[N:18]1[CH2:17][C@@H:16]([NH:15][C:12]([C:9]1[S:10][CH:11]=[C:7]([C:6]2[N:2]([CH3:1])[N:3]=[CH:4][CH:5]=2)[N:8]=1)=[O:14])[CH2:29][C:30]1[CH:35]=[CH:34][CH:33]=[C:32]([F:36])[CH:31]=1. (10) Given the reactants [Cl:1][C:2]1[C:3](F)=[N:4][CH:5]=[CH:6][CH:7]=1.[C:9]([O:17][CH2:18][CH3:19])(=[O:16])[CH2:10][C:11]([O:13][CH2:14][CH3:15])=[O:12].C([O-])([O-])=O.[Cs+].[Cs+], predict the reaction product. The product is: [Cl:1][C:2]1[C:3]([CH:10]([C:11]([O:13][CH2:14][CH3:15])=[O:12])[C:9]([O:17][CH2:18][CH3:19])=[O:16])=[N:4][CH:5]=[CH:6][CH:7]=1.